From a dataset of Forward reaction prediction with 1.9M reactions from USPTO patents (1976-2016). Predict the product of the given reaction. The product is: [C:1]([O:7][CH2:8][CH2:9][CH2:10][C@@H:11]([O:21][Si:22]([C:25]([CH3:28])([CH3:27])[CH3:26])([CH3:24])[CH3:23])[CH2:12][CH:13]([CH3:20])[C:14](=[O:15])[CH3:29])(=[O:6])[C:2]([CH3:5])([CH3:3])[CH3:4]. Given the reactants [C:1]([O:7][CH2:8][CH2:9][CH2:10][C@@H:11]([O:21][Si:22]([C:25]([CH3:28])([CH3:27])[CH3:26])([CH3:24])[CH3:23])[CH2:12][CH:13]([CH3:20])[C:14](N(OC)C)=[O:15])(=[O:6])[C:2]([CH3:5])([CH3:4])[CH3:3].[CH3:29][Mg]Cl, predict the reaction product.